From a dataset of hERG potassium channel inhibition data for cardiac toxicity prediction from Karim et al.. Regression/Classification. Given a drug SMILES string, predict its toxicity properties. Task type varies by dataset: regression for continuous values (e.g., LD50, hERG inhibition percentage) or binary classification for toxic/non-toxic outcomes (e.g., AMES mutagenicity, cardiotoxicity, hepatotoxicity). Dataset: herg_karim. (1) The compound is COCc1ccc(CCN2CCC(COc3nc4ccccc4c4cn(C)cc34)CC2)cc1. The result is 1 (blocker). (2) The compound is CC1(C)c2nc(-c3ccc(F)cc3)c(Nc3ccc(Cl)cc3)n2CCN1C(=O)CN. The result is 1 (blocker).